From a dataset of NCI-60 drug combinations with 297,098 pairs across 59 cell lines. Regression. Given two drug SMILES strings and cell line genomic features, predict the synergy score measuring deviation from expected non-interaction effect. (1) Drug 1: C1CC(=O)NC(=O)C1N2C(=O)C3=CC=CC=C3C2=O. Drug 2: CC1C(C(CC(O1)OC2CC(CC3=C2C(=C4C(=C3O)C(=O)C5=C(C4=O)C(=CC=C5)OC)O)(C(=O)CO)O)N)O.Cl. Cell line: HCC-2998. Synergy scores: CSS=39.2, Synergy_ZIP=0.517, Synergy_Bliss=0.630, Synergy_Loewe=-33.8, Synergy_HSA=0.125. (2) Drug 1: CCCCC(=O)OCC(=O)C1(CC(C2=C(C1)C(=C3C(=C2O)C(=O)C4=C(C3=O)C=CC=C4OC)O)OC5CC(C(C(O5)C)O)NC(=O)C(F)(F)F)O. Drug 2: COC1=C2C(=CC3=C1OC=C3)C=CC(=O)O2. Cell line: RPMI-8226. Synergy scores: CSS=70.4, Synergy_ZIP=2.62, Synergy_Bliss=4.33, Synergy_Loewe=-10.8, Synergy_HSA=1.84. (3) Drug 1: N.N.Cl[Pt+2]Cl. Drug 2: CC1C(C(CC(O1)OC2CC(CC3=C2C(=C4C(=C3O)C(=O)C5=C(C4=O)C(=CC=C5)OC)O)(C(=O)CO)O)N)O.Cl. Cell line: SW-620. Synergy scores: CSS=34.9, Synergy_ZIP=-1.16, Synergy_Bliss=-4.00, Synergy_Loewe=-30.1, Synergy_HSA=-3.43. (4) Drug 1: C1CN1C2=NC(=NC(=N2)N3CC3)N4CC4. Drug 2: CCN(CC)CCCC(C)NC1=C2C=C(C=CC2=NC3=C1C=CC(=C3)Cl)OC. Cell line: M14. Synergy scores: CSS=31.2, Synergy_ZIP=-9.30, Synergy_Bliss=-1.35, Synergy_Loewe=-5.30, Synergy_HSA=-1.36. (5) Drug 1: CN(CCCl)CCCl.Cl. Drug 2: C1CN(P(=O)(OC1)NCCCl)CCCl. Cell line: OVCAR-5. Synergy scores: CSS=4.39, Synergy_ZIP=-4.22, Synergy_Bliss=-3.19, Synergy_Loewe=-16.3, Synergy_HSA=-2.89. (6) Drug 1: C1CCC(C1)C(CC#N)N2C=C(C=N2)C3=C4C=CNC4=NC=N3. Drug 2: C1CC(=O)NC(=O)C1N2CC3=C(C2=O)C=CC=C3N. Cell line: KM12. Synergy scores: CSS=3.44, Synergy_ZIP=-2.68, Synergy_Bliss=-5.81, Synergy_Loewe=-3.89, Synergy_HSA=-3.56. (7) Drug 1: C1=NC(=NC(=O)N1C2C(C(C(O2)CO)O)O)N. Drug 2: C1CCC(C(C1)N)N.C(=O)(C(=O)[O-])[O-].[Pt+4]. Cell line: HCC-2998. Synergy scores: CSS=40.7, Synergy_ZIP=-10.6, Synergy_Bliss=-3.76, Synergy_Loewe=-3.58, Synergy_HSA=-0.258. (8) Drug 1: CN1CCC(CC1)COC2=C(C=C3C(=C2)N=CN=C3NC4=C(C=C(C=C4)Br)F)OC. Drug 2: CCN(CC)CCCC(C)NC1=C2C=C(C=CC2=NC3=C1C=CC(=C3)Cl)OC. Cell line: RXF 393. Synergy scores: CSS=28.3, Synergy_ZIP=-0.282, Synergy_Bliss=9.40, Synergy_Loewe=9.21, Synergy_HSA=11.2. (9) Drug 1: CC=C1C(=O)NC(C(=O)OC2CC(=O)NC(C(=O)NC(CSSCCC=C2)C(=O)N1)C(C)C)C(C)C. Drug 2: CN(CC1=CN=C2C(=N1)C(=NC(=N2)N)N)C3=CC=C(C=C3)C(=O)NC(CCC(=O)O)C(=O)O. Cell line: MCF7. Synergy scores: CSS=16.7, Synergy_ZIP=-8.37, Synergy_Bliss=-0.521, Synergy_Loewe=-4.51, Synergy_HSA=-0.999.